From a dataset of NCI-60 drug combinations with 297,098 pairs across 59 cell lines. Regression. Given two drug SMILES strings and cell line genomic features, predict the synergy score measuring deviation from expected non-interaction effect. (1) Drug 1: CC1=C(C=C(C=C1)NC2=NC=CC(=N2)N(C)C3=CC4=NN(C(=C4C=C3)C)C)S(=O)(=O)N.Cl. Drug 2: N.N.Cl[Pt+2]Cl. Cell line: SK-MEL-28. Synergy scores: CSS=-0.944, Synergy_ZIP=3.48, Synergy_Bliss=7.08, Synergy_Loewe=-0.373, Synergy_HSA=0.538. (2) Drug 1: C1=CC=C(C(=C1)C(C2=CC=C(C=C2)Cl)C(Cl)Cl)Cl. Drug 2: C1CN(CCN1C(=O)CCBr)C(=O)CCBr. Cell line: EKVX. Synergy scores: CSS=1.25, Synergy_ZIP=-1.51, Synergy_Bliss=2.62, Synergy_Loewe=-5.09, Synergy_HSA=-0.999. (3) Drug 1: C1CCC(C1)C(CC#N)N2C=C(C=N2)C3=C4C=CNC4=NC=N3. Drug 2: N.N.Cl[Pt+2]Cl. Cell line: HS 578T. Synergy scores: CSS=7.78, Synergy_ZIP=5.32, Synergy_Bliss=17.1, Synergy_Loewe=10.9, Synergy_HSA=10.9. (4) Drug 1: CS(=O)(=O)CCNCC1=CC=C(O1)C2=CC3=C(C=C2)N=CN=C3NC4=CC(=C(C=C4)OCC5=CC(=CC=C5)F)Cl. Drug 2: C1CNP(=O)(OC1)N(CCCl)CCCl. Cell line: K-562. Synergy scores: CSS=2.02, Synergy_ZIP=-1.23, Synergy_Bliss=1.06, Synergy_Loewe=1.84, Synergy_HSA=0.584. (5) Drug 1: COC1=CC(=CC(=C1O)OC)C2C3C(COC3=O)C(C4=CC5=C(C=C24)OCO5)OC6C(C(C7C(O6)COC(O7)C8=CC=CS8)O)O. Drug 2: CNC(=O)C1=NC=CC(=C1)OC2=CC=C(C=C2)NC(=O)NC3=CC(=C(C=C3)Cl)C(F)(F)F. Cell line: U251. Synergy scores: CSS=47.8, Synergy_ZIP=1.01, Synergy_Bliss=1.37, Synergy_Loewe=-1.77, Synergy_HSA=3.75.